The task is: Predict the reaction yield, written as a fraction of the theoretical maximum amount of product (1.0 means a 100% yield; for example, 0.34 means a 34% yield).. This data is from Reaction yield outcomes from USPTO patents with 853,638 reactions. (1) The reactants are [CH2:1]([C:3]1[CH:4]=[C:5]2[C:9](=[CH:10][C:11]=1[N+:12]([O-])=O)[NH:8][CH:7]=[CH:6]2)[CH3:2]. The catalyst is [Ni]. The product is [CH2:1]([C:3]1[CH:4]=[C:5]2[C:9](=[CH:10][C:11]=1[NH2:12])[NH:8][CH:7]=[CH:6]2)[CH3:2]. The yield is 0.480. (2) The reactants are S(O)(O)(=O)=O.[CH3:6][S:7][C:8](=[NH:10])[NH2:9].C(=O)([O-])[O-].[Na+].[Na+].[C:17](OCC)(=[O:22])[CH2:18][C:19]([CH3:21])=O. The product is [CH3:21][C:19]1[N:9]=[C:8]([S:7][CH3:6])[NH:10][C:17](=[O:22])[CH:18]=1. The catalyst is O. The yield is 0.950. (3) The reactants are COC1C=CC(C[N:10]2[CH:27]([C:28]3[CH:33]=[CH:32][CH:31]=[CH:30][CH:29]=3)[CH2:26][O:25][C:12]3([CH2:17][CH2:16][N:15]([C:18]([O:20][C:21]([CH3:24])([CH3:23])[CH3:22])=[O:19])[CH2:14][CH2:13]3)[CH2:11]2)=CC=1.C([O-])=O.[NH4+]. The catalyst is [Pd].CO. The product is [C:28]1([CH:27]2[CH2:26][O:25][C:12]3([CH2:13][CH2:14][N:15]([C:18]([O:20][C:21]([CH3:22])([CH3:23])[CH3:24])=[O:19])[CH2:16][CH2:17]3)[CH2:11][NH:10]2)[CH:29]=[CH:30][CH:31]=[CH:32][CH:33]=1. The yield is 0.930.